From a dataset of Full USPTO retrosynthesis dataset with 1.9M reactions from patents (1976-2016). Predict the reactants needed to synthesize the given product. (1) Given the product [Br:19][C:6]1[CH:7]=[C:2]([F:1])[C:3]([O:10][CH3:11])=[CH:4][C:5]=1[CH2:8][OH:9], predict the reactants needed to synthesize it. The reactants are: [F:1][C:2]1[CH:7]=[CH:6][C:5]([CH2:8][OH:9])=[CH:4][C:3]=1[O:10][CH3:11].C1C(=O)N([Br:19])C(=O)C1. (2) Given the product [C:1]([C:3]1[CH:13]=[CH:12][C:6]([CH2:7][S:8]([Cl:16])(=[O:10])=[O:9])=[CH:5][CH:4]=1)#[N:2], predict the reactants needed to synthesize it. The reactants are: [C:1]([C:3]1[CH:13]=[CH:12][C:6]([CH2:7][S:8]([O-])(=[O:10])=[O:9])=[CH:5][CH:4]=1)#[N:2].[Na+].P(Cl)(Cl)(Cl)(Cl)[Cl:16]. (3) Given the product [Si:29]([O:1][C:2]1[CH:3]=[CH:4][C:5]([CH2:8][CH2:9][C:10]([O:12][CH2:13][C:14]2[CH:15]=[CH:16][CH:17]=[CH:18][CH:19]=2)=[O:11])=[CH:6][CH:7]=1)([C:25]([CH3:28])([CH3:27])[CH3:26])([CH3:31])[CH3:30], predict the reactants needed to synthesize it. The reactants are: [OH:1][C:2]1[CH:7]=[CH:6][C:5]([CH2:8][CH2:9][C:10]([O:12][CH2:13][C:14]2[CH:19]=[CH:18][CH:17]=[CH:16][CH:15]=2)=[O:11])=[CH:4][CH:3]=1.N1C=CN=C1.[C:25]([Si:29](Cl)([CH3:31])[CH3:30])([CH3:28])([CH3:27])[CH3:26]. (4) Given the product [Br:1][C:2]1[C:3]([C:10]2[CH:11]=[CH:12][C:13]([Cl:16])=[CH:14][CH:15]=2)=[CH:4][C:5]([NH:8][NH:9][C:25](=[O:26])[CH2:24][C:23]2[C:18]([CH3:17])=[N:19][C:20]([C:28]([F:29])([F:31])[F:30])=[CH:21][CH:22]=2)=[N:6][CH:7]=1, predict the reactants needed to synthesize it. The reactants are: [Br:1][C:2]1[C:3]([C:10]2[CH:15]=[CH:14][C:13]([Cl:16])=[CH:12][CH:11]=2)=[CH:4][C:5]([NH:8][NH2:9])=[N:6][CH:7]=1.[CH3:17][C:18]1[C:23]([CH2:24][C:25](O)=[O:26])=[CH:22][CH:21]=[C:20]([C:28]([F:31])([F:30])[F:29])[N:19]=1.C(N(C(C)C)C(C)C)C.F[P-](F)(F)(F)(F)F.Br[P+](N1CCCC1)(N1CCCC1)N1CCCC1.BrC1C(C2C=CC(Cl)=CC=2)=CC(NNC(=O)CC2C=NC(C(F)(F)F)=CC=2)=NC=1. (5) Given the product [Br:16][C:14]1[CH:13]=[CH:12][C:11]([O:17][CH2:2][C:3]([O:5][CH2:6][CH3:7])=[O:4])=[C:10]([O:9][CH3:8])[CH:15]=1, predict the reactants needed to synthesize it. The reactants are: Br[CH2:2][C:3]([O:5][CH2:6][CH3:7])=[O:4].[CH3:8][O:9][C:10]1[CH:15]=[C:14]([Br:16])[CH:13]=[CH:12][C:11]=1[OH:17]. (6) Given the product [NH:35]1[C:36]2[C:32](=[C:31]([C:2]3[CH:3]=[C:4]([C:21]#[N:22])[C:5]4[CH:6]=[N:7][N:8]([S:11]([C:14]5[CH:19]=[CH:18][C:17]([CH3:20])=[CH:16][CH:15]=5)(=[O:12])=[O:13])[C:9]=4[CH:10]=3)[CH:39]=[CH:38][CH:37]=2)[CH:33]=[CH:34]1, predict the reactants needed to synthesize it. The reactants are: Br[C:2]1[CH:3]=[C:4]([C:21]#[N:22])[C:5]2[CH:6]=[N:7][N:8]([S:11]([C:14]3[CH:19]=[CH:18][C:17]([CH3:20])=[CH:16][CH:15]=3)(=[O:13])=[O:12])[C:9]=2[CH:10]=1.CC1(C)C(C)(C)OB([C:31]2[CH:39]=[CH:38][CH:37]=[C:36]3[C:32]=2[CH:33]=[CH:34][NH:35]3)O1.[O-]P([O-])([O-])=O.[K+].[K+].[K+].O. (7) Given the product [CH3:32][O:33][C:34](=[O:39])[C:35]([NH:38][C:25](=[O:26])[C:24]1[CH:28]=[CH:29][C:21]([C:3]([CH2:1][CH3:2])([C:6]2[CH:11]=[CH:10][C:9]([C:12]#[C:13][C:14]3([OH:19])[CH2:15][CH2:16][CH2:17][CH2:18]3)=[C:8]([CH3:20])[CH:7]=2)[CH2:4][CH3:5])=[CH:22][C:23]=1[CH3:30])([CH3:37])[CH3:36], predict the reactants needed to synthesize it. The reactants are: [CH2:1]([C:3]([C:21]1[CH:29]=[CH:28][C:24]([C:25](O)=[O:26])=[C:23]([CH3:30])[CH:22]=1)([C:6]1[CH:11]=[CH:10][C:9]([C:12]#[C:13][C:14]2([OH:19])[CH2:18][CH2:17][CH2:16][CH2:15]2)=[C:8]([CH3:20])[CH:7]=1)[CH2:4][CH3:5])[CH3:2].Cl.[CH3:32][O:33][C:34](=[O:39])[C:35]([NH2:38])([CH3:37])[CH3:36].O.ON1C2C=CC=CC=2N=N1.C(N(CC)CC)C. (8) Given the product [OH:8][CH2:9][C@@H:10]1[C@@H:18]2[C@@H:13]([S:14][C@@H:15]([CH2:19][CH2:20][CH2:21][C:22]([O:24][CH3:25])=[O:23])[CH2:16][CH2:17]2)[CH2:12][C@H:11]1[O:26][CH:27]1[CH2:32][CH2:31][CH2:30][CH2:29][O:28]1, predict the reactants needed to synthesize it. The reactants are: O1CCCC1.C[Si](C)(C(C)(C)C)[O:8][CH2:9][C@@H:10]1[C@@H:18]2[C@@H:13]([S:14][C@@H:15]([CH2:19][CH2:20][CH2:21][C:22]([O:24][CH3:25])=[O:23])[CH2:16][CH2:17]2)[CH2:12][C@H:11]1[O:26][CH:27]1[CH2:32][CH2:31][CH2:30][CH2:29][O:28]1.[F-].C([N+](CCCC)(CCCC)CCCC)CCC.O1CCCC1.